Task: Predict the product of the given reaction.. Dataset: Forward reaction prediction with 1.9M reactions from USPTO patents (1976-2016) (1) Given the reactants I[C:2]1[CH:3]=[C:4]([CH:11]=[CH:12][C:13]=1[O:14][CH3:15])[CH2:5][C:6]1[N:10]=[CH:9][NH:8][N:7]=1.[B:16]1(B2OCC(C)(C)CO2)[O:21]CC(C)(C)C[O:17]1.C([O-])(=O)C.[K+], predict the reaction product. The product is: [CH3:15][O:14][C:13]1[CH:12]=[CH:11][C:4]([CH2:5][C:6]2[N:10]=[CH:9][NH:8][N:7]=2)=[CH:3][C:2]=1[B:16]([OH:21])[OH:17]. (2) The product is: [Cl:1][C:2]1[N:6]2[CH:7]=[C:8]([C:15]3[CH:19]=[CH:18][O:17][CH:16]=3)[CH:9]=[C:10]([C:11]([F:12])([F:14])[F:13])[C:5]2=[N:4][C:3]=1[C:20]([N:23]1[CH2:28][CH2:27][CH:26]([N:29]2[C:30](=[O:35])[CH2:31][CH2:32][C:33]2=[O:34])[CH2:25][CH2:24]1)=[O:22]. Given the reactants [Cl:1][C:2]1[N:6]2[CH:7]=[C:8]([C:15]3[CH:19]=[CH:18][O:17][CH:16]=3)[CH:9]=[C:10]([C:11]([F:14])([F:13])[F:12])[C:5]2=[N:4][C:3]=1[C:20]([OH:22])=O.[NH:23]1[CH2:28][CH2:27][CH:26]([N:29]2[C:33](=[O:34])[CH2:32][CH2:31][C:30]2=[O:35])[CH2:25][CH2:24]1.CCN(C(C)C)C(C)C.CN(C(ON1N=NC2C=CC=NC1=2)=[N+](C)C)C.F[P-](F)(F)(F)(F)F, predict the reaction product.